Dataset: Forward reaction prediction with 1.9M reactions from USPTO patents (1976-2016). Task: Predict the product of the given reaction. (1) Given the reactants [Cl:1][C:2]1[N:7]=[C:6]([Cl:8])[CH:5]=[C:4](Cl)[N:3]=1.[CH2:10]([O:15][C:16]1[CH:21]=[CH:20][CH:19]=[CH:18][C:17]=1B(O)O)[CH2:11][CH:12]([CH3:14])[CH3:13].C1C=CC(P(C2C=CC=CC=2)C2C=CC=CC=2)=CC=1.C([O-])([O-])=O.[Na+].[Na+], predict the reaction product. The product is: [Cl:1][C:2]1[N:7]=[C:6]([Cl:8])[CH:5]=[C:4]([C:21]2[CH:20]=[CH:19][CH:18]=[CH:17][C:16]=2[O:15][CH2:10][CH2:11][CH:12]([CH3:14])[CH3:13])[N:3]=1. (2) Given the reactants [C:1]([O-:9])(=[O:8])[CH:2]([CH2:4][C:5]([O-:7])=[O:6])[OH:3].C([O-])(=O)/C=C/C([O-])=O.C([O-])(=O)CCC([O-])=O.[C:26]([S:33][CH2:34][CH2:35][NH:36][C:37](=[O:80])[CH2:38][CH2:39][NH:40][C:41](=[O:79])[C@H:42]([OH:78])[C:43]([CH3:77])([CH3:76])[CH2:44][O:45][P:46]([OH:75])(=[O:74])[O:47][P:48]([OH:73])(=[O:72])[O:49][CH2:50][C@H:51]1[O:55][C@@H:54]([N:56]2[C:65]3[N:64]=[CH:63][N:62]=[C:60]([NH2:61])[C:59]=3[N:58]=[CH:57]2)[C@H:53]([OH:66])[C@@H:52]1[O:67][P:68]([OH:71])([OH:70])=[O:69])(=[O:32])[CH2:27][CH2:28]C(O)=O.CC(C(O)=O)C(SCCNC(=O)CCNC(=O)[C@H](O)C(C)(C)COP(O)(=O)OP(O)(=O)OC[C@H]1O[C@@H](N2C3N=CN=C(N)C=3N=C2)[C@H](O)[C@@H]1OP(O)(O)=O)=O.C([O-])(=O)C(C)=O, predict the reaction product. The product is: [C:26]([S:33][CH2:34][CH2:35][NH:36][C:37](=[O:80])[CH2:38][CH2:39][NH:40][C:41](=[O:79])[C@H:42]([OH:78])[C:43]([CH3:77])([CH3:76])[CH2:44][O:45][P:46]([OH:75])(=[O:74])[O:47][P:48]([OH:73])(=[O:72])[O:49][CH2:50][C@H:51]1[O:55][C@@H:54]([N:56]2[C:65]3[N:64]=[CH:63][N:62]=[C:60]([NH2:61])[C:59]=3[N:58]=[CH:57]2)[C@H:53]([OH:66])[C@@H:52]1[O:67][P:68]([OH:71])([OH:70])=[O:69])(=[O:32])[CH2:27][CH3:28].[C:2]([CH2:4][C:5]([O-:7])=[O:6])([C:1]([OH:9])=[O:8])=[O:3]. (3) Given the reactants [Cl:1][C:2]1[N:7]=[C:6]([C:8]2[NH:9][C:10]3[C:15]([CH:16]=2)=[C:14]([F:17])[CH:13]=[CH:12][CH:11]=3)[C:5]([NH2:18])=[CH:4][CH:3]=1.[CH3:19][O:20][C:21](OC)([O:26]C)[C:22](OC)=O.Cl, predict the reaction product. The product is: [Cl:1][C:2]1[CH:3]=[CH:4][C:5]2[N:18]=[C:22]([C:21]([O:20][CH3:19])=[O:26])[N:9]3[C:10]4[CH:11]=[CH:12][CH:13]=[C:14]([F:17])[C:15]=4[CH:16]=[C:8]3[C:6]=2[N:7]=1. (4) Given the reactants [NH2:1][C:2]1[S:3][CH2:4][C@@:5]2([N:22]=1)[C:18]1[CH:17]=[C:16]([OH:19])[CH:15]=[C:14]([F:20])[C:13]=1[O:12][C:11]1[C:6]2=[CH:7][C:8](Br)=[CH:9][CH:10]=1.[F:23][C:24]1[C:29](B(O)O)=[CH:28][CH:27]=[CH:26][N:25]=1.FC(F)(F)S(O[CH2:39][C:40]([F:43])([CH3:42])[CH3:41])(=O)=O, predict the reaction product. The product is: [F:20][C:14]1[C:13]2[O:12][C:11]3[C:6](=[CH:7][C:8]([C:29]4[C:24]([F:23])=[N:25][CH:26]=[CH:27][CH:28]=4)=[CH:9][CH:10]=3)[C@@:5]3([CH2:4][S:3][C:2]([NH2:1])=[N:22]3)[C:18]=2[CH:17]=[C:16]([O:19][CH2:39][C:40]([F:43])([CH3:42])[CH3:41])[CH:15]=1. (5) Given the reactants [CH:1]1[CH:2]=[CH:3][C:4]([Cl:21])=[C:5]([C:7]2[C:14]3[CH:15]=[C:16]([Cl:19])[CH:17]=[CH:18][C:13]=3[NH:12][C:10](=[O:11])[CH:9]([OH:20])[N:8]=2)[CH:6]=1.C(O)C, predict the reaction product. The product is: [CH:1]1[CH:2]=[CH:3][C:4]([Cl:21])=[C:5]([C:7]2[C:14]3[CH:15]=[C:16]([Cl:19])[CH:17]=[CH:18][C:13]=3[NH:12][C:10](=[O:11])[CH:9]([OH:20])[N:8]=2)[CH:6]=1. (6) Given the reactants [NH2:1][C:2]([C:21]1[CH:22]=[C:23]([CH2:27][CH2:28][CH2:29][CH2:30][CH2:31][CH2:32][C:33]([O:35]CC)=[O:34])[CH:24]=[CH:25][CH:26]=1)([C:10]1[CH:15]=[C:14]([C:16]([F:19])([F:18])[F:17])[CH:13]=[C:12]([F:20])[CH:11]=1)[CH2:3][C:4]1[CH:9]=[CH:8][CH:7]=[CH:6][CH:5]=1.[CH:38]1([N:43]=[C:44]=[O:45])[CH2:42][CH2:41][CH2:40][CH2:39]1.C1COCC1.[OH-].[Li+], predict the reaction product. The product is: [CH:38]1([NH:43][C:44](=[O:45])[NH:1][C:2]([C:21]2[CH:22]=[C:23]([CH2:27][CH2:28][CH2:29][CH2:30][CH2:31][CH2:32][C:33]([OH:35])=[O:34])[CH:24]=[CH:25][CH:26]=2)([C:10]2[CH:15]=[C:14]([C:16]([F:18])([F:17])[F:19])[CH:13]=[C:12]([F:20])[CH:11]=2)[CH2:3][C:4]2[CH:9]=[CH:8][CH:7]=[CH:6][CH:5]=2)[CH2:42][CH2:41][CH2:40][CH2:39]1. (7) The product is: [OH:6][CH:3]([CH2:4][OH:5])[CH2:2][O:13][C:14]1[CH:15]=[N:16][C:17]([C:20]2[CH:21]=[C:22]([CH:37]=[CH:38][CH:39]=2)[CH2:23][N:24]2[C:29](=[O:30])[CH:28]=[CH:27][C:26]([C:31]3[CH:32]=[N:33][N:34]([CH3:36])[CH:35]=3)=[N:25]2)=[N:18][CH:19]=1. Given the reactants Cl[CH2:2][CH:3]([OH:6])[CH2:4][OH:5].C(=O)([O-])[O-].[Cs+].[Cs+].[OH:13][C:14]1[CH:15]=[N:16][C:17]([C:20]2[CH:21]=[C:22]([CH:37]=[CH:38][CH:39]=2)[CH2:23][N:24]2[C:29](=[O:30])[CH:28]=[CH:27][C:26]([C:31]3[CH:32]=[N:33][N:34]([CH3:36])[CH:35]=3)=[N:25]2)=[N:18][CH:19]=1.O, predict the reaction product.